This data is from Forward reaction prediction with 1.9M reactions from USPTO patents (1976-2016). The task is: Predict the product of the given reaction. (1) Given the reactants C([O:8][N:9]1[C:14]2[N:15]=[CH:16][N:17]=[C:18]([CH3:19])[C:13]=2[C:12]([NH:20][CH2:21][C:22]2[CH:27]=[CH:26][CH:25]=[CH:24][C:23]=2[CH3:28])=[CH:11][C:10]1=[O:29])C1C=CC=CC=1.CO.[H][H], predict the reaction product. The product is: [OH:8][N:9]1[C:14]2[N:15]=[CH:16][N:17]=[C:18]([CH3:19])[C:13]=2[C:12]([NH:20][CH2:21][C:22]2[CH:27]=[CH:26][CH:25]=[CH:24][C:23]=2[CH3:28])=[CH:11][C:10]1=[O:29]. (2) Given the reactants [C:1]([C:5]1[CH:6]=[C:7]([CH:32]=[CH:33][CH:34]=1)[CH2:8][N:9]1[CH:17]2[CH:12]([CH:13]([CH2:20][C:21]3[CH:26]=[CH:25][C:24]([N+:27]([O-])=O)=[C:23]([F:30])[CH:22]=3)[CH2:14][S:15](=[O:19])(=[O:18])[CH2:16]2)[O:11][C:10]1=[O:31])([CH3:4])([CH3:3])[CH3:2], predict the reaction product. The product is: [NH2:27][C:24]1[CH:25]=[CH:26][C:21]([CH2:20][C@H:13]2[C@H:12]3[C@@H:17]([N:9]([CH2:8][C:7]4[CH:32]=[CH:33][CH:34]=[C:5]([C:1]([CH3:3])([CH3:4])[CH3:2])[CH:6]=4)[C:10](=[O:31])[O:11]3)[CH2:16][S:15](=[O:18])(=[O:19])[CH2:14]2)=[CH:22][C:23]=1[F:30].